From a dataset of Forward reaction prediction with 1.9M reactions from USPTO patents (1976-2016). Predict the product of the given reaction. (1) Given the reactants C([O:8][C:9]1[CH:10]=[C:11]([C:15]2(O)[CH2:18][CH2:17][CH2:16]2)[CH:12]=[CH:13][CH:14]=1)C1C=CC=CC=1, predict the reaction product. The product is: [CH:15]1([C:11]2[CH:10]=[C:9]([OH:8])[CH:14]=[CH:13][CH:12]=2)[CH2:16][CH2:17][CH2:18]1. (2) Given the reactants C([O:4][C:5]1[C:10]([O:11][CH2:12][CH:13]=[CH2:14])=[CH:9][CH:8]=[CH:7][C:6]=1[C:15](=[O:25])[CH2:16][C:17]([N:19]1[CH2:24][CH2:23][O:22][CH2:21][CH2:20]1)=[O:18])C=C.[Cl-].[NH4+], predict the reaction product. The product is: [CH2:12]([O:11][C:10]1[C:5]([OH:4])=[C:6]([C:15](=[O:25])[CH2:16][C:17]([N:19]2[CH2:20][CH2:21][O:22][CH2:23][CH2:24]2)=[O:18])[CH:7]=[CH:8][CH:9]=1)[CH:13]=[CH2:14].